Dataset: Catalyst prediction with 721,799 reactions and 888 catalyst types from USPTO. Task: Predict which catalyst facilitates the given reaction. (1) Reactant: C([O:8][C:9]1[CH:14]=[C:13]([CH3:15])[C:12]([C:16]2[C:21]([CH3:22])=[CH:20][CH:19]=[C:18]([C:23]([O:25][CH3:26])=[O:24])[CH:17]=2)=[C:11]([CH3:27])[CH:10]=1)C1C=CC=CC=1. Product: [OH:8][C:9]1[CH:14]=[C:13]([CH3:15])[C:12]([C:16]2[C:21]([CH3:22])=[CH:20][CH:19]=[C:18]([C:23]([O:25][CH3:26])=[O:24])[CH:17]=2)=[C:11]([CH3:27])[CH:10]=1. The catalyst class is: 349. (2) Reactant: C(=O)([O-])[O-].[K+].[K+].[CH2:7]([C:14]1[CH:19]=[C:18]([Cl:20])[CH:17]=[CH:16][C:15]=1[NH:21][C:22](=[O:27])[C:23]([F:26])([F:25])[F:24])[C:8]1[CH:13]=[CH:12][CH:11]=[CH:10][CH:9]=1.Br[CH2:29][C:30]([O:32][CH3:33])=[O:31]. Product: [CH3:33][O:32][C:30](=[O:31])[CH2:29][N:21]([C:15]1[CH:16]=[CH:17][C:18]([Cl:20])=[CH:19][C:14]=1[CH2:7][C:8]1[CH:9]=[CH:10][CH:11]=[CH:12][CH:13]=1)[C:22](=[O:27])[C:23]([F:26])([F:24])[F:25]. The catalyst class is: 3. (3) Reactant: [C:1]([OH:9])(=O)[C:2]1[CH:7]=[CH:6][CH:5]=[N:4][CH:3]=1.C(N(CC)CC)C.OC1C2N=NNC=2C=CC=1.[C:27]([C:31]1[N:36]=[C:35]([N:37]2[CH2:42][CH2:41][N:40]([CH2:43][CH2:44][CH2:45][CH2:46][NH2:47])[CH2:39][CH2:38]2)[CH:34]=[C:33]([CH:48]2[CH2:51][CH2:50][CH2:49]2)[N:32]=1)([CH3:30])([CH3:29])[CH3:28].Cl.C(N=C=NCCCN(C)C)C. Product: [C:27]([C:31]1[N:36]=[C:35]([N:37]2[CH2:38][CH2:39][N:40]([CH2:43][CH2:44][CH2:45][CH2:46][NH:47][C:1](=[O:9])[C:2]3[CH:7]=[CH:6][CH:5]=[N:4][CH:3]=3)[CH2:41][CH2:42]2)[CH:34]=[C:33]([CH:48]2[CH2:51][CH2:50][CH2:49]2)[N:32]=1)([CH3:30])([CH3:28])[CH3:29]. The catalyst class is: 9.